Regression. Given a peptide amino acid sequence and an MHC pseudo amino acid sequence, predict their binding affinity value. This is MHC class I binding data. From a dataset of Peptide-MHC class I binding affinity with 185,985 pairs from IEDB/IMGT. (1) The peptide sequence is LITTMDGDKL. The MHC is HLA-A02:01 with pseudo-sequence HLA-A02:01. The binding affinity (normalized) is 0. (2) The peptide sequence is SECPNERRAW. The MHC is HLA-B44:02 with pseudo-sequence HLA-B44:02. The binding affinity (normalized) is 0.601.